This data is from Peptide-MHC class II binding affinity with 134,281 pairs from IEDB. The task is: Regression. Given a peptide amino acid sequence and an MHC pseudo amino acid sequence, predict their binding affinity value. This is MHC class II binding data. (1) The peptide sequence is SARYDVALSEQGEFK. The MHC is HLA-DQA10201-DQB10402 with pseudo-sequence HLA-DQA10201-DQB10402. The binding affinity (normalized) is 0. (2) The peptide sequence is TRSVETDKGPLDKEA. The MHC is DRB1_1101 with pseudo-sequence DRB1_1101. The binding affinity (normalized) is 0. (3) The peptide sequence is GELEFEEFVSLASRF. The MHC is DRB1_0901 with pseudo-sequence DRB1_0901. The binding affinity (normalized) is 0.563.